From a dataset of Forward reaction prediction with 1.9M reactions from USPTO patents (1976-2016). Predict the product of the given reaction. Given the reactants [CH2:1]([C:8]1[CH:9]=[C:10]([N:15]2[CH2:20][CH2:19][N:18]([CH3:21])[CH2:17][CH2:16]2)[CH:11]=[C:12](Br)[CH:13]=1)[C:2]1[CH:7]=[CH:6][CH:5]=[CH:4][CH:3]=1.[C:22]([O-])(=[O:24])[CH3:23].[Tl+].C1(P(C2C=CC=CC=2)CCCP(C2C=CC=CC=2)C2C=CC=CC=2)C=CC=CC=1.C(N(CC)CC)C.C(OCCCC)=C, predict the reaction product. The product is: [CH2:1]([C:8]1[CH:13]=[C:12]([C:22](=[O:24])[CH3:23])[CH:11]=[C:10]([N:15]2[CH2:20][CH2:19][N:18]([CH3:21])[CH2:17][CH2:16]2)[CH:9]=1)[C:2]1[CH:7]=[CH:6][CH:5]=[CH:4][CH:3]=1.